The task is: Predict which catalyst facilitates the given reaction.. This data is from Catalyst prediction with 721,799 reactions and 888 catalyst types from USPTO. (1) Reactant: [CH:1]1[C:11]2[C:10]3=[CH:12][C:13]4[CH:14]=[CH:15][C:16]([C:19]([OH:21])=[O:20])=[CH:17][C:18]=4[N:9]3[CH2:8][CH:7]=[CH:6][C:5]=2[CH:4]=[CH:3][CH:2]=1. Product: [CH:1]1[C:11]2[C:10]3=[CH:12][C:13]4[CH:14]=[CH:15][C:16]([C:19]([OH:21])=[O:20])=[CH:17][C:18]=4[N:9]3[CH2:8][CH:7]=[CH:6][C:5]=2[CH:4]=[CH:3][CH:2]=1.[CH:1]1[C:11]2[C:10]3=[CH:12][C:13]4[CH:14]=[CH:15][C:16]([C:19]([OH:21])=[O:20])=[CH:17][C:18]=4[N:9]3[CH:8]=[CH:7][CH2:6][C:5]=2[CH:4]=[CH:3][CH:2]=1. The catalyst class is: 702. (2) Reactant: C([O:3][C:4]([C:6]1[CH:7]=[N:8][N:9]([C:11]2[C:16]([NH:17][S:18]([C:21]3[CH:26]=[CH:25][C:24]([C:27]([CH3:30])([CH3:29])[CH3:28])=[CH:23][CH:22]=3)(=[O:20])=[O:19])=[CH:15][C:14]([Cl:31])=[CH:13][N:12]=2)[CH:10]=1)=[O:5])C.[OH-].[Na+].C1COCC1. Product: [C:27]([C:24]1[CH:25]=[CH:26][C:21]([S:18]([NH:17][C:16]2[C:11]([N:9]3[CH:10]=[C:6]([C:4]([OH:5])=[O:3])[CH:7]=[N:8]3)=[N:12][CH:13]=[C:14]([Cl:31])[CH:15]=2)(=[O:19])=[O:20])=[CH:22][CH:23]=1)([CH3:30])([CH3:28])[CH3:29]. The catalyst class is: 15. (3) Reactant: [F:1][C:2]1[C:3]([C:32]2[C:40]3[C:35](=[CH:36][CH:37]=[CH:38][CH:39]=3)[N:34](S(C3C=CC=CC=3)(=O)=O)[CH:33]=2)=[N:4][C:5]([NH:8][C@@H:9]2[CH2:14][CH2:13][CH2:12][C@H:11]([NH:15][C:16]([C:18]3[CH:23]=[CH:22][C:21]([NH:24][C:25](=[O:31])[O:26][C:27]([CH3:30])([CH3:29])[CH3:28])=[CH:20][CH:19]=3)=[O:17])[CH2:10]2)=[N:6][CH:7]=1.[OH-].[Na+].O. Product: [F:1][C:2]1[C:3]([C:32]2[C:40]3[C:35](=[CH:36][CH:37]=[CH:38][CH:39]=3)[NH:34][CH:33]=2)=[N:4][C:5]([NH:8][C@@H:9]2[CH2:14][CH2:13][CH2:12][C@H:11]([NH:15][C:16]([C:18]3[CH:19]=[CH:20][C:21]([NH:24][C:25](=[O:31])[O:26][C:27]([CH3:30])([CH3:29])[CH3:28])=[CH:22][CH:23]=3)=[O:17])[CH2:10]2)=[N:6][CH:7]=1. The catalyst class is: 12. (4) Reactant: [N:1]1[CH:6]=[CH:5][CH:4]=[C:3]2C(=O)NC(=O)[C:2]=12.N1[CH:21]=[CH:20][CH:19]=[C:18]2[C:13]=1[C:14](O[C:17]2=O)=O.C(N)(=[O:25])C. Product: [CH2:17]([C:4]1[CH:3]=[CH:2][N+:1]([O-:25])=[CH:6][CH:5]=1)[C:18]1[CH:19]=[CH:20][CH:21]=[CH:14][CH:13]=1. The catalyst class is: 152. (5) Reactant: Cl[CH2:2][C:3]1[C:4]([C:11]2[C:16]([Cl:17])=[CH:15][CH:14]=[CH:13][C:12]=2[Cl:18])=[N:5][O:6][C:7]=1[CH:8]([CH3:10])[CH3:9].C(=O)([O-])[O-].[Cs+].[Cs+].[SH:25][C:26]1[CH:31]=[CH:30][C:29]([B:32]([OH:34])[OH:33])=[CH:28][CH:27]=1. Product: [Cl:18][C:12]1[CH:13]=[CH:14][CH:15]=[C:16]([Cl:17])[C:11]=1[C:4]1[C:3]([CH2:2][S:25][C:26]2[CH:31]=[CH:30][C:29]([B:32]([OH:34])[OH:33])=[CH:28][CH:27]=2)=[C:7]([CH:8]([CH3:10])[CH3:9])[O:6][N:5]=1. The catalyst class is: 42. (6) Reactant: [F:1][C:2]1[CH:3]=[C:4]2[C:8](=[CH:9][C:10]=1[F:11])[C:7](=O)[CH2:6][CH2:5]2.[N:13](OCCC(C)C)=O.Cl.O. Product: [F:1][C:2]1[CH:3]=[C:4]2[C:8](=[CH:9][C:10]=1[F:11])[CH2:7][CH:6]([NH2:13])[CH2:5]2. The catalyst class is: 5. (7) Reactant: C[O:2][C:3](=[O:29])[C:4]1[CH:9]=[C:8]([N+:10]([O-:12])=[O:11])[CH:7]=[CH:6][C:5]=1[NH:13][CH2:14][C:15]1[CH:20]=[C:19]([C:21]([F:24])([F:23])[F:22])[CH:18]=[C:17]([C:25]([F:28])([F:27])[F:26])[CH:16]=1.[Li+].[OH-]. Product: [F:22][C:21]([F:23])([F:24])[C:19]1[CH:20]=[C:15]([CH:16]=[C:17]([C:25]([F:28])([F:27])[F:26])[CH:18]=1)[CH2:14][NH:13][C:5]1[CH:6]=[CH:7][C:8]([N+:10]([O-:12])=[O:11])=[CH:9][C:4]=1[C:3]([OH:29])=[O:2]. The catalyst class is: 36.